This data is from Forward reaction prediction with 1.9M reactions from USPTO patents (1976-2016). The task is: Predict the product of the given reaction. Given the reactants [Br:1][C:2]1[CH:3]=[C:4]([CH:12]2[C:21]3[C:16](=[CH:17][C:18]([N:22]([CH3:24])[CH3:23])=[CH:19][CH:20]=3)[O:15][CH:14]([OH:25])[CH2:13]2)[CH:5]=[C:6]([O:10][CH3:11])[C:7]=1[O:8][CH3:9].CN(C1C=CC=CN=1)C.N1C=CC=CC=1.[C:41](OC(=O)C)(=[O:43])[CH3:42], predict the reaction product. The product is: [C:41]([O:25][CH:14]1[CH2:13][CH:12]([C:4]2[CH:5]=[C:6]([O:10][CH3:11])[C:7]([O:8][CH3:9])=[C:2]([Br:1])[CH:3]=2)[C:21]2[C:16](=[CH:17][C:18]([N:22]([CH3:23])[CH3:24])=[CH:19][CH:20]=2)[O:15]1)(=[O:43])[CH3:42].